The task is: Predict which catalyst facilitates the given reaction.. This data is from Catalyst prediction with 721,799 reactions and 888 catalyst types from USPTO. (1) Reactant: [F:1][C:2]1[CH:7]=[CH:6][C:5]([N:8]2[CH:13]=[CH:12][CH:11]=[C:10]([C:14](Cl)=[O:15])[C:9]2=[O:17])=[CH:4][CH:3]=1.[CH3:18][O:19][C:20]1[CH:21]=[C:22]2[C:27](=[CH:28][C:29]=1[O:30][CH3:31])[N:26]=[CH:25][CH:24]=[C:23]2[O:32][C:33]1[CH:39]=[CH:38][C:36]([NH2:37])=[C:35]([F:40])[CH:34]=1.CCN(CC)CC. Product: [CH3:18][O:19][C:20]1[CH:21]=[C:22]2[C:27](=[CH:28][C:29]=1[O:30][CH3:31])[N:26]=[CH:25][CH:24]=[C:23]2[O:32][C:33]1[CH:39]=[CH:38][C:36]([NH:37][C:14]([C:10]2[C:9](=[O:17])[N:8]([C:5]3[CH:6]=[CH:7][C:2]([F:1])=[CH:3][CH:4]=3)[CH:13]=[CH:12][CH:11]=2)=[O:15])=[C:35]([F:40])[CH:34]=1. The catalyst class is: 230. (2) Reactant: [F:1][C:2]1[CH:7]=[C:6]([C:8]2[CH:13]=[CH:12][N:11]=[C:10]3[NH:14][C:15]([C:17]4[CH:22]=[CH:21][C:20]([O:23][CH3:24])=[CH:19][CH:18]=4)=[N:16][C:9]=23)[CH:5]=[CH:4][C:3]=1[CH2:25][NH2:26].CCN(C(C)C)C(C)C.[C:36]([C:40]1[CH:48]=[CH:47][C:43]([C:44](Cl)=[O:45])=[CH:42][CH:41]=1)([CH3:39])([CH3:38])[CH3:37]. Product: [C:36]([C:40]1[CH:41]=[CH:42][C:43]([C:44]([NH:26][CH2:25][C:3]2[CH:4]=[CH:5][C:6]([C:8]3[CH:13]=[CH:12][N:11]=[C:10]4[NH:14][C:15]([C:17]5[CH:22]=[CH:21][C:20]([O:23][CH3:24])=[CH:19][CH:18]=5)=[N:16][C:9]=34)=[CH:7][C:2]=2[F:1])=[O:45])=[CH:47][CH:48]=1)([CH3:39])([CH3:37])[CH3:38]. The catalyst class is: 7. (3) Reactant: [CH2:1]([N:8]1[C:12]2[CH:13]=[C:14]([F:17])[CH:15]=[CH:16][C:11]=2[N:10]=[C:9]1[C@@H:18]([NH2:20])[CH3:19])[C:2]1[CH:7]=[CH:6][CH:5]=[CH:4][CH:3]=1.[NH2:21][C:22]1[C:27]([C:28]#[N:29])=[C:26](Cl)[N:25]=[CH:24][N:23]=1.CCN(C(C)C)C(C)C. Product: [NH2:21][C:22]1[C:27]([C:28]#[N:29])=[C:26]([NH:20][C@H:18]([C:9]2[N:8]([CH2:1][C:2]3[CH:3]=[CH:4][CH:5]=[CH:6][CH:7]=3)[C:12]3[CH:13]=[C:14]([F:17])[CH:15]=[CH:16][C:11]=3[N:10]=2)[CH3:19])[N:25]=[CH:24][N:23]=1. The catalyst class is: 41. (4) Reactant: [CH3:1][O:2][CH2:3][C:4]1[N:9]=[C:8](O)[CH:7]=[C:6]([CH2:11][CH3:12])[N:5]=1.P(Cl)(Cl)([Cl:15])=O.O.C([O-])(O)=O.[Na+]. Product: [CH3:1][O:2][CH2:3][C:4]1[N:9]=[C:8]([Cl:15])[CH:7]=[C:6]([CH2:11][CH3:12])[N:5]=1. The catalyst class is: 22.